Dataset: Reaction yield outcomes from USPTO patents with 853,638 reactions. Task: Predict the reaction yield, written as a fraction of the theoretical maximum amount of product (1.0 means a 100% yield; for example, 0.34 means a 34% yield). The product is [CH3:1][O:2][C:3](=[O:13])[C:4]1[CH:9]=[CH:8][C:7]([CH2:10][N:16]([CH:17]=[O:18])[CH:14]=[O:15])=[N:6][C:5]=1[Cl:12]. The yield is 0.330. The reactants are [CH3:1][O:2][C:3](=[O:13])[C:4]1[CH:9]=[CH:8][C:7]([CH2:10]Br)=[N:6][C:5]=1[Cl:12].[CH:14]([NH2:16])=[O:15].[CH:17](N)=[O:18].[Na]. The catalyst is CN(C=O)C.